Dataset: Full USPTO retrosynthesis dataset with 1.9M reactions from patents (1976-2016). Task: Predict the reactants needed to synthesize the given product. (1) Given the product [CH2:1]([O:8][C:9]1[CH:14]=[CH:13][C:12]([NH:15][C:16]2[C:25]3[C:20](=[CH:21][CH:22]=[C:23]([C:32]4[S:33][CH:34]=[CH:35][CH:36]=4)[CH:24]=3)[N:19]=[CH:18][N:17]=2)=[CH:11][CH:10]=1)[C:2]1[CH:7]=[CH:6][CH:5]=[CH:4][CH:3]=1, predict the reactants needed to synthesize it. The reactants are: [CH2:1]([O:8][C:9]1[CH:14]=[CH:13][C:12]([NH:15][C:16]2[C:25]3[C:20](=[CH:21][CH:22]=[C:23](Br)[CH:24]=3)[N:19]=[CH:18][N:17]=2)=[CH:11][CH:10]=1)[C:2]1[CH:7]=[CH:6][CH:5]=[CH:4][CH:3]=1.C([Sn](CCCC)(CCCC)[C:32]1[S:33][CH:34]=[CH:35][CH:36]=1)CCC. (2) The reactants are: C([O:5][C@@H:6]([C@H:8]1[CH2:12][O:11][C:10](=[O:13])[N:9]1[C:14]1[CH:19]=[CH:18][N:17]=[C:16]([F:20])[N:15]=1)[CH3:7])(C)(C)C.C(O)(C(F)(F)F)=O.O. Given the product [F:20][C:16]1[N:15]=[C:14]([N:9]2[C@@H:8]([C@H:6]([OH:5])[CH3:7])[CH2:12][O:11][C:10]2=[O:13])[CH:19]=[CH:18][N:17]=1, predict the reactants needed to synthesize it.